From a dataset of NCI-60 drug combinations with 297,098 pairs across 59 cell lines. Regression. Given two drug SMILES strings and cell line genomic features, predict the synergy score measuring deviation from expected non-interaction effect. (1) Drug 1: CNC(=O)C1=CC=CC=C1SC2=CC3=C(C=C2)C(=NN3)C=CC4=CC=CC=N4. Drug 2: CC1=C(C(CCC1)(C)C)C=CC(=CC=CC(=CC(=O)O)C)C. Cell line: TK-10. Synergy scores: CSS=-1.43, Synergy_ZIP=-0.564, Synergy_Bliss=-2.79, Synergy_Loewe=-4.10, Synergy_HSA=-3.45. (2) Drug 2: COCCOC1=C(C=C2C(=C1)C(=NC=N2)NC3=CC=CC(=C3)C#C)OCCOC.Cl. Cell line: SR. Drug 1: CS(=O)(=O)OCCCCOS(=O)(=O)C. Synergy scores: CSS=51.4, Synergy_ZIP=1.25, Synergy_Bliss=5.75, Synergy_Loewe=6.22, Synergy_HSA=5.12. (3) Drug 1: CCN(CC)CCNC(=O)C1=C(NC(=C1C)C=C2C3=C(C=CC(=C3)F)NC2=O)C. Drug 2: CC(C)CN1C=NC2=C1C3=CC=CC=C3N=C2N. Cell line: NCIH23. Synergy scores: CSS=-2.74, Synergy_ZIP=-5.04, Synergy_Bliss=-19.8, Synergy_Loewe=-12.6, Synergy_HSA=-22.7.